From a dataset of Catalyst prediction with 721,799 reactions and 888 catalyst types from USPTO. Predict which catalyst facilitates the given reaction. (1) Reactant: CS(O[CH2:6][C:7]1[CH:12]=[CH:11][C:10]([NH:13][C:14]([O:16][C:17]([CH3:20])([CH3:19])[CH3:18])=[O:15])=[CH:9][N:8]=1)(=O)=O.[NH:21]1[CH2:26][CH2:25][O:24][CH2:23][CH2:22]1.C([O-])([O-])=O.[K+].[K+]. Product: [O:24]1[CH2:25][CH2:26][N:21]([CH2:6][C:7]2[N:8]=[CH:9][C:10]([NH:13][C:14](=[O:15])[O:16][C:17]([CH3:20])([CH3:19])[CH3:18])=[CH:11][CH:12]=2)[CH2:22][CH2:23]1. The catalyst class is: 6. (2) Product: [C:40]([O:39][C:37](=[O:38])[CH2:36][C@H:7]([CH2:6][C:4]1[C:3]2[CH:23]=[CH:24][CH:25]=[CH:26][C:2]=2[S:1][CH:5]=1)[C:8]([N:10]1[CH:14]([CH2:15][C:16]2[CH:17]=[CH:18][CH:19]=[CH:20][CH:21]=2)[CH2:13][O:12][C:11]1=[O:22])=[O:9])([CH3:43])([CH3:42])[CH3:41]. Reactant: [S:1]1[CH:5]=[C:4]([CH2:6][CH2:7][C:8]([N:10]2[CH:14]([CH2:15][C:16]3[CH:21]=[CH:20][CH:19]=[CH:18][CH:17]=3)[CH2:13][O:12][C:11]2=[O:22])=[O:9])[C:3]2[CH:23]=[CH:24][CH:25]=[CH:26][C:2]1=2.C([N-]C(C)C)(C)C.[Li+].Br[CH2:36][C:37]([O:39][C:40]([CH3:43])([CH3:42])[CH3:41])=[O:38]. The catalyst class is: 7. (3) Reactant: [NH2:1][C:2]([C:8]1[CH:13]=[CH:12][CH:11]=[CH:10][CH:9]=1)([CH3:7])[C:3](OC)=[O:4].[BH4-].[Na+]. Product: [NH2:1][C:2]([C:8]1[CH:13]=[CH:12][CH:11]=[CH:10][CH:9]=1)([CH3:7])[CH2:3][OH:4]. The catalyst class is: 14. (4) Reactant: O1CCCCC1[O:7][NH:8][C:9]([C:11]1[CH:12]=[C:13]2[C:18](=[CH:19][CH:20]=1)[CH2:17][N:16]([C:21]([O:23][CH2:24][CH2:25][CH2:26][O:27][CH3:28])=[O:22])[CH2:15][CH2:14]2)=[O:10]. Product: [CH3:28][O:27][CH2:26][CH2:25][CH2:24][O:23][C:21]([N:16]1[CH2:15][CH2:14][C:13]2[C:18](=[CH:19][CH:20]=[C:11]([C:9](=[O:10])[NH:8][OH:7])[CH:12]=2)[CH2:17]1)=[O:22]. The catalyst class is: 240. (5) Reactant: Cl.[Cl:2][CH2:3][CH2:4][NH:5][CH2:6][CH2:7][Cl:8].[CH3:9][C:10]([O:13][C:14](O[C:14]([O:13][C:10]([CH3:12])([CH3:11])[CH3:9])=[O:15])=[O:15])([CH3:12])[CH3:11]. Product: [C:10]([O:13][C:14](=[O:15])[N:5]([CH2:6][CH2:7][Cl:8])[CH2:4][CH2:3][Cl:2])([CH3:12])([CH3:11])[CH3:9]. The catalyst class is: 2. (6) Reactant: Br[Zn][CH2:3][CH2:4][CH2:5][C:6]([O:8][CH2:9][CH3:10])=[O:7].Br[C:12]1[C:20]2[N:19]([CH3:21])[CH:18]=[CH:17][C:16]=2[C:15]([C:22]#[N:23])=[CH:14][CH:13]=1.C([O-])([O-])=O.[Cs+].[Cs+]. Product: [C:22]([C:15]1[CH:14]=[CH:13][C:12]([CH2:3][CH2:4][CH2:5][C:6]([O:8][CH2:9][CH3:10])=[O:7])=[C:20]2[C:16]=1[CH:17]=[CH:18][N:19]2[CH3:21])#[N:23]. The catalyst class is: 443. (7) Reactant: [OH:1][C:2]1[C:3]([C:18](=[N:20][NH:21][C:22](C2C=CC(C(OC)=O)=CC=2)=[O:23])[CH3:19])=[N:4][N:5]([CH3:17])[C:6]=1[C:7]1[CH:12]=[CH:11][C:10]([C:13]([F:16])([F:15])[F:14])=[CH:9][CH:8]=1.[CH3:34][OH:35].[OH-:36].[Na+].Cl. Product: [OH:1][C:2]1[C:3]([C:18](=[N:20][NH:21][C:22]([C:7]2[CH:12]=[CH:11][CH:10]=[CH:9][C:8]=2[C:34]([OH:36])=[O:35])=[O:23])[CH3:19])=[N:4][N:5]([CH3:17])[C:6]=1[C:7]1[CH:12]=[CH:11][C:10]([C:13]([F:15])([F:14])[F:16])=[CH:9][CH:8]=1. The catalyst class is: 6. (8) Reactant: [Br:1][C:2]1[CH:17]=[CH:16][C:5]([CH2:6][C:7]([CH3:15])([CH2:11][C:12]([OH:14])=O)[C:8]([OH:10])=[O:9])=[CH:4][CH:3]=1. Product: [Br:1][C:2]1[CH:3]=[C:4]2[C:5](=[CH:16][CH:17]=1)[CH2:6][C:7]([CH3:15])([C:8]([OH:10])=[O:9])[CH2:11][C:12]2=[O:14]. The catalyst class is: 82.